From a dataset of Forward reaction prediction with 1.9M reactions from USPTO patents (1976-2016). Predict the product of the given reaction. (1) Given the reactants [CH2:1]([N:8]1[C:16]2[C:11](=[CH:12][C:13]([C:17]([O:19]C)=[O:18])=[CH:14][CH:15]=2)[CH2:10][CH2:9]1)[C:2]1[CH:7]=[CH:6][CH:5]=[CH:4][CH:3]=1.O[Li].O, predict the reaction product. The product is: [CH2:1]([N:8]1[C:16]2[C:11](=[CH:12][C:13]([C:17]([OH:19])=[O:18])=[CH:14][CH:15]=2)[CH2:10][CH2:9]1)[C:2]1[CH:7]=[CH:6][CH:5]=[CH:4][CH:3]=1. (2) Given the reactants F[C:2]1[N:7]2[CH:8]=[C:9]([CH2:11][N:12]3[C@H:25]4[C@H:16]([CH2:17][CH2:18][C:19]5[C:24]4=[N:23][CH:22]=[CH:21][CH:20]=5)[CH2:15][CH2:14][CH2:13]3)[N:10]=[C:6]2[CH:5]=[CH:4][CH:3]=1.[CH2:26]1[NH:31][CH2:30][CH2:29][N:28]2[CH2:32][CH2:33][CH2:34][C@@H:27]12, predict the reaction product. The product is: [CH2:26]1[N:31]([C:2]2[N:7]3[CH:8]=[C:9]([CH2:11][N:12]4[C@H:25]5[C@H:16]([CH2:17][CH2:18][C:19]6[C:24]5=[N:23][CH:22]=[CH:21][CH:20]=6)[CH2:15][CH2:14][CH2:13]4)[N:10]=[C:6]3[CH:5]=[CH:4][CH:3]=2)[CH2:30][CH2:29][N:28]2[CH2:32][CH2:33][CH2:34][C@@H:27]12. (3) Given the reactants [H-].[Na+].[Br:3][C:4]1[CH:13]=[C:12]2[C:7]([CH2:8][CH2:9][CH:10]([C:15]([O:17][CH2:18][CH3:19])=[O:16])[C:11]2=[O:14])=[CH:6][CH:5]=1.Br[CH2:21][CH:22]1[CH2:27][CH2:26][N:25]([C:28]([O:30][C:31]([CH3:34])([CH3:33])[CH3:32])=[O:29])[CH2:24][CH2:23]1, predict the reaction product. The product is: [Br:3][C:4]1[CH:13]=[C:12]2[C:7]([CH2:8][CH2:9][C:10]([CH2:21][CH:22]3[CH2:27][CH2:26][N:25]([C:28]([O:30][C:31]([CH3:32])([CH3:34])[CH3:33])=[O:29])[CH2:24][CH2:23]3)([C:15]([O:17][CH2:18][CH3:19])=[O:16])[C:11]2=[O:14])=[CH:6][CH:5]=1. (4) Given the reactants [N:1]1[CH:6]=[CH:5][CH:4]=[CH:3][C:2]=1[CH:7]=[CH:8][CH2:9][CH2:10][CH2:11][CH2:12][C:13]([OH:15])=[O:14].C([O-])=O.[NH4+], predict the reaction product. The product is: [N:1]1[CH:6]=[CH:5][CH:4]=[CH:3][C:2]=1[CH2:7][CH2:8][CH2:9][CH2:10][CH2:11][CH2:12][C:13]([OH:15])=[O:14]. (5) Given the reactants [C:1]([C:3]1[CH:4]=[C:5]([NH:9][C:10]2[C:19]3[C:14](=[CH:15][C:16](F)=[C:17]([N+:20]([O-:22])=[O:21])[CH:18]=3)[N:13]=[CH:12][N:11]=2)[CH:6]=[CH:7][CH:8]=1)#[CH:2].[CH2:24]([OH:26])[CH3:25], predict the reaction product. The product is: [CH2:24]([O:26][C:16]1[CH:15]=[C:14]2[C:19]([C:10]([NH:9][C:5]3[CH:6]=[CH:7][CH:8]=[C:3]([C:1]#[CH:2])[CH:4]=3)=[N:11][CH:12]=[N:13]2)=[CH:18][C:17]=1[N+:20]([O-:22])=[O:21])[CH3:25]. (6) The product is: [C:1]([NH:5][C:6]([C@@H:8]1[CH2:13][N:12]([NH:14][C:15]([O:17][C:18]([CH3:21])([CH3:20])[CH3:19])=[O:16])[CH2:11][CH2:10][NH:9]1)=[O:7])([CH3:4])([CH3:3])[CH3:2]. Given the reactants [C:1]([NH:5][C:6]([C@@H:8]1[CH2:13][N:12]([NH:14][C:15]([O:17][C:18]([CH3:21])([CH3:20])[CH3:19])=[O:16])[CH2:11][CH2:10][N:9]1NC(CC1C=CC=CC=1)=O)=[O:7])([CH3:4])([CH3:3])[CH3:2].[H][H], predict the reaction product. (7) The product is: [NH2:14][CH2:13][CH:10]1[CH2:11][CH2:12][N:7]([C:5]([C:4]2[CH:22]=[CH:23][N:24]=[C:2]([F:1])[CH:3]=2)=[O:6])[CH2:8][CH2:9]1. Given the reactants [F:1][C:2]1[CH:3]=[C:4]([CH:22]=[CH:23][N:24]=1)[C:5]([N:7]1[CH2:12][CH2:11][CH:10]([CH2:13][NH:14]C(=O)OC(C)(C)C)[CH2:9][CH2:8]1)=[O:6].C(O)(C(F)(F)F)=O, predict the reaction product. (8) Given the reactants [Cl:1][C:2]1[CH:3]=[C:4]([CH:6]=[CH:7][CH:8]=1)[NH2:5].[NH2:9][C:10]1[C:15]([C:16]#[N:17])=[CH:14][N:13]=[C:12](Cl)[N:11]=1, predict the reaction product. The product is: [NH2:9][C:10]1[C:15]([C:16]#[N:17])=[CH:14][N:13]=[C:12]([NH:5][C:4]2[CH:6]=[CH:7][CH:8]=[C:2]([Cl:1])[CH:3]=2)[N:11]=1. (9) Given the reactants [C:1]([C:5]1[S:6][C:7]([C:19]2[CH:24]=[CH:23][N:22]=[C:21]([S:25][CH3:26])[N:20]=2)=[C:8]([C:10]2[C:11]([Cl:18])=[C:12]([CH:14]=[C:15]([F:17])[CH:16]=2)[NH2:13])[N:9]=1)([CH3:4])([CH3:3])[CH3:2].N1C=CC=CC=1.[CH3:33][S:34](Cl)(=[O:36])=[O:35], predict the reaction product. The product is: [C:1]([C:5]1[S:6][C:7]([C:19]2[CH:24]=[CH:23][N:22]=[C:21]([S:25][CH3:26])[N:20]=2)=[C:8]([C:10]2[C:11]([Cl:18])=[C:12]([NH:13][S:34]([CH3:33])(=[O:36])=[O:35])[CH:14]=[C:15]([F:17])[CH:16]=2)[N:9]=1)([CH3:4])([CH3:2])[CH3:3]. (10) Given the reactants [CH2:1]([N:3]1[C:15]2[CH:14]=[CH:13][C:12](/[CH:16]=[CH:17]/[C:18](=[O:33])[CH2:19][C:20](=[O:32])/[CH:21]=[CH:22]/[C:23]3[CH:28]=[CH:27][C:26]([O:29][CH3:30])=[C:25]([OH:31])[CH:24]=3)=[CH:11][C:10]=2[C:9]2[C:4]1=[CH:5][CH:6]=[CH:7][CH:8]=2)[CH3:2].CN(C)C1C=CC(/C=C/C(=O)CC(=O)/C=C/C2C=CC(O)=C(OC)C=2)=CC=1, predict the reaction product. The product is: [CH2:1]([N:3]1[C:15]2[CH:14]=[CH:13][C:12]([CH2:16][CH2:17][C:18](=[O:33])[CH2:19][C:20](=[O:32])[CH2:21][CH2:22][C:23]3[CH:28]=[CH:27][C:26]([O:29][CH3:30])=[C:25]([OH:31])[CH:24]=3)=[CH:11][C:10]=2[C:9]2[C:4]1=[CH:5][CH:6]=[CH:7][CH:8]=2)[CH3:2].